This data is from Reaction yield outcomes from USPTO patents with 853,638 reactions. The task is: Predict the reaction yield, written as a fraction of the theoretical maximum amount of product (1.0 means a 100% yield; for example, 0.34 means a 34% yield). (1) The reactants are Br[C:2]1[CH:7]=[CH:6]C=C[N:3]=1.C([Li])CCC.[C:13]([O:17][C:18]([N:20]1[CH2:25][CH2:24][CH2:23][C@H:22]([C:26](=[O:31])[CH:27](OC)[CH3:28])[CH2:21]1)=[O:19])([CH3:16])([CH3:15])[CH3:14]. The catalyst is O1CCCC1. The product is [C:13]([O:17][C:18]([N:20]1[CH2:25][CH2:24][CH2:23][C@H:22]([C:26]([C:27]2[CH:28]=[CH:6][CH:7]=[CH:2][N:3]=2)=[O:31])[CH2:21]1)=[O:19])([CH3:14])([CH3:15])[CH3:16]. The yield is 0.670. (2) The reactants are [O:1]=[C:2]1[N:10]([CH2:11][CH2:12][CH3:13])[C:9]2[N:8]=[C:7]([C:14]34[CH2:21][CH2:20][C:17]([C:22](=[S:24])[NH2:23])([CH2:18][CH2:19]3)[CH2:16][CH2:15]4)[NH:6][C:5]=2[C:4](=[O:25])[N:3]1[CH2:26][CH2:27][CH3:28].Br[CH2:30][C:31](=O)[C:32]([O:34][CH2:35][CH3:36])=[O:33].N1C=CC=CC=1.O. The catalyst is C1COCC1. The product is [CH2:35]([O:34][C:32]([C:31]1[N:23]=[C:22]([C:17]23[CH2:20][CH2:21][C:14]([C:7]4[NH:6][C:5]5[C:4](=[O:25])[N:3]([CH2:26][CH2:27][CH3:28])[C:2](=[O:1])[N:10]([CH2:11][CH2:12][CH3:13])[C:9]=5[N:8]=4)([CH2:19][CH2:18]2)[CH2:15][CH2:16]3)[S:24][CH:30]=1)=[O:33])[CH3:36]. The yield is 0.880. (3) The reactants are Cl[CH2:2][C:3]1[N:7]([CH2:8][C:9]([O:11]CC)=O)[N:6]=[C:5]([N+:14]([O-:16])=[O:15])[CH:4]=1.[CH3:17][NH2:18]. The catalyst is ClCCl.O. The product is [CH3:17][N:18]1[C:9](=[O:11])[CH2:8][N:7]2[N:6]=[C:5]([N+:14]([O-:16])=[O:15])[CH:4]=[C:3]2[CH2:2]1. The yield is 0.570. (4) The reactants are [Cl:1][C:2]([F:13])([F:12])[C:3]1[N:8]=[CH:7][C:6]([CH:9](O)[CH3:10])=[CH:5][CH:4]=1.S(Cl)([Cl:16])=O. The catalyst is C(Cl)Cl. The product is [Cl:1][C:2]([F:13])([F:12])[C:3]1[CH:4]=[CH:5][C:6]([CH:9]([Cl:16])[CH3:10])=[CH:7][N:8]=1. The yield is 0.980. (5) The reactants are Cl[C:2]1[CH:3]=[CH:4][CH:5]=[C:6]2[C:11]=1[C:10](=[O:12])[N:9]([C:13]1[CH:18]=[CH:17][CH:16]=[CH:15][CH:14]=1)[C:8]([C@@H:19]([NH:21][C:22]1[N:27]3[N:28]=[CH:29][CH:30]=[C:26]3[N:25]=[CH:24][CH:23]=1)[CH3:20])=[CH:7]2.[CH3:31][N:32]1[CH:36]=[C:35](B2OC(C)(C)C(C)(C)O2)[CH:34]=[N:33]1.C([O-])([O-])=O.[Na+].[Na+]. The catalyst is CN(C)C(=O)C.O.C1C=CC(P(C2C=CC=CC=2)[C-]2C=CC=C2)=CC=1.C1C=CC(P(C2C=CC=CC=2)[C-]2C=CC=C2)=CC=1.Cl[Pd]Cl.[Fe+2]. The product is [CH3:31][N:32]1[CH:36]=[C:35]([C:2]2[CH:3]=[CH:4][CH:5]=[C:6]3[C:11]=2[C:10](=[O:12])[N:9]([C:13]2[CH:18]=[CH:17][CH:16]=[CH:15][CH:14]=2)[C:8]([C@@H:19]([NH:21][C:22]2[N:27]4[N:28]=[CH:29][CH:30]=[C:26]4[N:25]=[CH:24][CH:23]=2)[CH3:20])=[CH:7]3)[CH:34]=[N:33]1. The yield is 0.600. (6) The reactants are [F:1][C:2]1[CH:7]=[C:6]([F:8])[CH:5]=[CH:4][C:3]=1[OH:9].C(N(CC)CC)C.Cl[C:18]([O:20][CH2:21][CH3:22])=[O:19].C([O-])(O)=O.[Na+]. The catalyst is C(Cl)Cl. The product is [C:18](=[O:19])([O:20][CH2:21][CH3:22])[O:9][C:3]1[CH:4]=[CH:5][C:6]([F:8])=[CH:7][C:2]=1[F:1]. The yield is 1.00. (7) The reactants are [OH:1][CH:2]([C:7]1[C:16]2[C:15](=[O:17])[N:14]([CH2:18][CH2:19][CH2:20][O:21]C3CCCCO3)[C:13](=[O:28])[N:12]([CH3:29])[C:11]=2[N:10]=[CH:9][C:8]=1[O:30][C:31]1[CH:36]=[CH:35][CH:34]=[C:33]([O:37][C:38]([F:41])([F:40])[F:39])[CH:32]=1)[CH2:3][CH:4]([CH3:6])[CH3:5]. The catalyst is Cl.CO.CC(=O)OCC.O. The product is [OH:1][CH:2]([C:7]1[C:16]2[C:15](=[O:17])[N:14]([CH2:18][CH2:19][CH2:20][OH:21])[C:13](=[O:28])[N:12]([CH3:29])[C:11]=2[N:10]=[CH:9][C:8]=1[O:30][C:31]1[CH:36]=[CH:35][CH:34]=[C:33]([O:37][C:38]([F:39])([F:41])[F:40])[CH:32]=1)[CH2:3][CH:4]([CH3:5])[CH3:6]. The yield is 0.385. (8) The reactants are [NH2:1][C:2]1[CH:7]=[CH:6][N:5]=[CH:4][CH:3]=1.N1C=CC=CC=1.Cl[C:15](OC1C=CC=CC=1)=[O:16].[Cl:24][C:25]1[CH:31]=[C:30]([O:32][C:33]2[C:34]3[N:41]([CH3:42])[CH:40]=[CH:39][C:35]=3[N:36]=[CH:37][N:38]=2)[CH:29]=[CH:28][C:26]=1[NH2:27]. The catalyst is CN1CCCC1=O. The product is [Cl:24][C:25]1[CH:31]=[C:30]([O:32][C:33]2[C:34]3[N:41]([CH3:42])[CH:40]=[CH:39][C:35]=3[N:36]=[CH:37][N:38]=2)[CH:29]=[CH:28][C:26]=1[NH:27][C:15]([NH:1][C:2]1[CH:7]=[CH:6][N:5]=[CH:4][CH:3]=1)=[O:16]. The yield is 0.220. (9) The reactants are [C:1]1([C:7]2[N:8]=[C:9]([NH:12][CH2:13][CH2:14][C:15]3[CH:20]=[CH:19][CH:18]=[CH:17][CH:16]=3)[S:10][CH:11]=2)[CH:6]=[CH:5][CH:4]=[CH:3][CH:2]=1.[H-].[Na+].Cl[CH2:24][C:25]1[CH:26]=[C:27]([CH:30]=[CH:31][C:32]=1[O:33][CH2:34][CH:35]([CH3:37])[CH3:36])[CH:28]=[O:29].[I-].[Na+]. The catalyst is CN(C)C=O.C(OCC)(=O)C. The product is [CH2:34]([O:33][C:32]1[CH:31]=[CH:30][C:27]([CH:28]=[O:29])=[CH:26][C:25]=1[CH2:24][N:12]([CH2:13][CH2:14][C:15]1[CH:16]=[CH:17][CH:18]=[CH:19][CH:20]=1)[C:9]1[S:10][CH:11]=[C:7]([C:1]2[CH:6]=[CH:5][CH:4]=[CH:3][CH:2]=2)[N:8]=1)[CH:35]([CH3:37])[CH3:36]. The yield is 0.990. (10) The reactants are Cl.[Br:2][C:3]1[CH:16]=[CH:15][C:6]([O:7][CH:8]2[CH2:13][CH2:12][N:11]([CH3:14])[CH2:10][CH2:9]2)=[C:5]([N+:17]([O-])=O)[CH:4]=1. The catalyst is C1(C)C=CC=CC=1.CCO.[Fe]. The product is [Br:2][C:3]1[CH:16]=[CH:15][C:6]([O:7][CH:8]2[CH2:13][CH2:12][N:11]([CH3:14])[CH2:10][CH2:9]2)=[C:5]([CH:4]=1)[NH2:17]. The yield is 0.400.